This data is from Retrosynthesis with 50K atom-mapped reactions and 10 reaction types from USPTO. The task is: Predict the reactants needed to synthesize the given product. (1) Given the product O=C(NC1CCCCC1)[C@@H]1C[C@H]2C[C@H]2N1, predict the reactants needed to synthesize it. The reactants are: CC(C)(C)OC(=O)N1[C@H](C(=O)NC2CCCCC2)C[C@H]2C[C@H]21. (2) The reactants are: CNC.O=S(=O)(Cl)c1ccc(F)c(Cl)c1. Given the product CN(C)S(=O)(=O)c1ccc(F)c(Cl)c1, predict the reactants needed to synthesize it. (3) The reactants are: N#Cc1cc(CO)ccc1Oc1cccc(C(F)(F)F)n1.O=c1nc(Cl)cc2n1CCc1cc(F)ccc1-2. Given the product N#Cc1cc(COc2cc3n(c(=O)n2)CCc2cc(F)ccc2-3)ccc1Oc1cccc(C(F)(F)F)n1, predict the reactants needed to synthesize it.